Dataset: Peptide-MHC class I binding affinity with 185,985 pairs from IEDB/IMGT. Task: Regression. Given a peptide amino acid sequence and an MHC pseudo amino acid sequence, predict their binding affinity value. This is MHC class I binding data. (1) The peptide sequence is IYDFYNAEY. The MHC is HLA-A02:03 with pseudo-sequence HLA-A02:03. The binding affinity (normalized) is 0.0847. (2) The peptide sequence is VLARWGTFK. The MHC is HLA-A03:01 with pseudo-sequence HLA-A03:01. The binding affinity (normalized) is 0.896. (3) The binding affinity (normalized) is 0.0601. The peptide sequence is AGAAALRPFA. The MHC is H-2-Dd with pseudo-sequence H-2-Dd. (4) The peptide sequence is SPRTLNAWV. The MHC is HLA-B54:01 with pseudo-sequence HLA-B54:01. The binding affinity (normalized) is 0.201.